This data is from Forward reaction prediction with 1.9M reactions from USPTO patents (1976-2016). The task is: Predict the product of the given reaction. (1) Given the reactants C1(O[C:8](=[O:27])[NH:9][C:10]2[S:11][C:12]3[C:18]([CH:19]4[CH2:24][O:23][CH2:22][CH2:21][O:20]4)=[CH:17][CH:16]=[C:15]([O:25][CH3:26])[C:13]=3[N:14]=2)C=CC=CC=1.[CH3:28][C:29]1([OH:35])[CH2:34][CH2:33][NH:32][CH2:31][CH2:30]1.N1C=CC=CC=1, predict the reaction product. The product is: [O:20]1[CH2:21][CH2:22][O:23][CH2:24][CH:19]1[C:18]1[C:12]2[S:11][C:10]([NH:9][C:8]([N:32]3[CH2:33][CH2:34][C:29]([OH:35])([CH3:28])[CH2:30][CH2:31]3)=[O:27])=[N:14][C:13]=2[C:15]([O:25][CH3:26])=[CH:16][CH:17]=1. (2) Given the reactants [CH2:1]([C:5]1[N:6]([CH2:10][C:11]2[CH:16]=[CH:15][CH:14]=[CH:13][C:12]=2[Cl:17])[CH:7]=[CH:8][N:9]=1)[CH2:2][CH2:3][CH3:4].C=O.[C:20]([O-])(=[O:22])C.[Na+], predict the reaction product. The product is: [CH2:1]([C:5]1[N:6]([CH2:10][C:11]2[CH:16]=[CH:15][CH:14]=[CH:13][C:12]=2[Cl:17])[C:7]([CH2:20][OH:22])=[CH:8][N:9]=1)[CH2:2][CH2:3][CH3:4]. (3) Given the reactants [N+:1]([C:4]1[CH:12]=[C:7]2[CH2:8][NH:9][CH2:10][CH2:11][N:6]2[N:5]=1)([O-:3])=[O:2].[N+](C1C=C2CN(C(=O)C)CCN2N=1)([O-])=O.C([O-])([O-])=O.[K+].[K+].Br[CH2:35][CH2:36][O:37][CH3:38], predict the reaction product. The product is: [CH3:38][O:37][CH2:36][CH2:35][N:9]1[CH2:10][CH2:11][N:6]2[N:5]=[C:4]([N+:1]([O-:3])=[O:2])[CH:12]=[C:7]2[CH2:8]1. (4) The product is: [Cl:24][C:25]1[CH:32]=[CH:31][C:28]([CH2:29][O:30][C:3]2[N:8]=[C:7]([C:9]3[CH:14]=[CH:13][C:12]([Cl:15])=[CH:11][C:10]=3[Cl:16])[C:6]([C:17]3[CH:22]=[CH:21][C:20]([Cl:23])=[CH:19][CH:18]=3)=[CH:5][N:4]=2)=[CH:27][CH:26]=1. Given the reactants CS[C:3]1[N:8]=[C:7]([C:9]2[CH:14]=[CH:13][C:12]([Cl:15])=[CH:11][C:10]=2[Cl:16])[C:6]([C:17]2[CH:22]=[CH:21][C:20]([Cl:23])=[CH:19][CH:18]=2)=[CH:5][N:4]=1.[Cl:24][C:25]1[CH:32]=[CH:31][C:28]([CH2:29][OH:30])=[CH:27][CH:26]=1, predict the reaction product. (5) The product is: [CH3:14][O:5][C:4](=[O:6])[C:3]1[CH:7]=[C:8]([I:11])[CH:9]=[CH:10][C:2]=1[F:1]. Given the reactants [F:1][C:2]1[CH:10]=[CH:9][C:8]([I:11])=[CH:7][C:3]=1[C:4]([OH:6])=[O:5].IC.[C:14]([O-])([O-])=O.[K+].[K+], predict the reaction product. (6) Given the reactants OC1C=C(CNC=C2C3C(=CC=C(I)C=3)C(=O)NC2=O)C=CC=1C1C=CC=CC=1.[CH:30]1([C:35]2[CH:36]=[C:37]3[C:42](=[CH:43][CH:44]=2)[C:41](=[O:45])[NH:40][C:39](=[O:46])[C:38]3=[CH:47]OC)[CH2:34][CH2:33][CH2:32][CH2:31]1.[NH2:50][CH2:51][C:52]1[CH:53]=[CH:54][C:55]([C:59]2[CH:63]=[CH:62][O:61][CH:60]=2)=[C:56]([OH:58])[CH:57]=1, predict the reaction product. The product is: [CH:30]1([C:35]2[CH:36]=[C:37]3[C:42](=[CH:43][CH:44]=2)[C:41](=[O:45])[NH:40][C:39](=[O:46])[C:38]3=[CH:47][NH:50][CH2:51][C:52]2[CH:53]=[CH:54][C:55]([C:59]3[CH:63]=[CH:62][O:61][CH:60]=3)=[C:56]([OH:58])[CH:57]=2)[CH2:31][CH2:32][CH2:33][CH2:34]1.